From a dataset of Reaction yield outcomes from USPTO patents with 853,638 reactions. Predict the reaction yield, written as a fraction of the theoretical maximum amount of product (1.0 means a 100% yield; for example, 0.34 means a 34% yield). (1) The reactants are [OH-].[Na+].[CH3:3][C:4]1[CH:9]=[CH:8][CH:7]=[CH:6][C:5]=1[C:10]1[CH:15]=[CH:14][C:13]([C:16]([O:18]C)=[O:17])=[CH:12][C:11]=1[C:20]([F:23])([F:22])[F:21]. The catalyst is CCO. The yield is 0.700. The product is [CH3:3][C:4]1[CH:9]=[CH:8][CH:7]=[CH:6][C:5]=1[C:10]1[CH:15]=[CH:14][C:13]([C:16]([OH:18])=[O:17])=[CH:12][C:11]=1[C:20]([F:21])([F:22])[F:23]. (2) The reactants are [NH2:1][C:2]1[CH:3]=[C:4]([CH:8]([OH:10])[CH3:9])[CH:5]=[CH:6][CH:7]=1.C(N(CC)CC)C.[C:18]([O:22][C:23](O[C:23]([O:22][C:18]([CH3:21])([CH3:20])[CH3:19])=[O:24])=[O:24])([CH3:21])([CH3:20])[CH3:19]. The catalyst is C1COCC1. The product is [OH:10][CH:8]([C:4]1[CH:3]=[C:2]([NH:1][C:23](=[O:24])[O:22][C:18]([CH3:21])([CH3:20])[CH3:19])[CH:7]=[CH:6][CH:5]=1)[CH3:9]. The yield is 1.00. (3) The reactants are Br[C:2]1[S:3][C:4]([C:8]([NH2:10])=[O:9])=[C:5]([CH3:7])[N:6]=1.C(=O)([O-])[O-].[K+].[K+].[NH:17]1[CH2:22][CH2:21][NH:20][CH2:19][CH2:18]1. The catalyst is CN(C=O)C. The product is [CH3:7][C:5]1[N:6]=[C:2]([N:17]2[CH2:22][CH2:21][NH:20][CH2:19][CH2:18]2)[S:3][C:4]=1[C:8]([NH2:10])=[O:9]. The yield is 0.980. (4) The reactants are [Br:1][C:2]1[CH:3]=[N:4][CH:5]=[C:6]([CH:10]=1)[C:7](Cl)=[O:8].[CH3:11][NH:12][CH3:13].C1COCC1. The catalyst is N1C=CC=CC=1. The product is [Br:1][C:2]1[CH:3]=[N:4][CH:5]=[C:6]([CH:10]=1)[C:7]([N:12]([CH3:13])[CH3:11])=[O:8]. The yield is 0.890. (5) The reactants are [O:1]1[CH2:6]C[CH2:4][O:3][CH:2]1[C:7]1[CH:8]=[CH:9][C:10]([C:13]2[S:21][C:20]3[C:15](=[N:16][CH:17]=[CH:18][C:19]=3[O:22][C:23]3[CH:28]=[CH:27][C:26]([NH:29][C:30]([NH:32][C:33](=[O:42])[CH2:34][C:35]4[CH:40]=[CH:39][C:38]([F:41])=[CH:37][CH:36]=4)=[S:31])=[CH:25][C:24]=3[F:43])[CH:14]=2)=[N:11][CH:12]=1.O1CCOC1C1C=CC(C2SC3C(=NC=CC=3OC3C=CC(N)=CC=3F)C=2)=NC=1. No catalyst specified. The product is [O:1]1[CH2:6][CH2:4][O:3][CH:2]1[C:7]1[CH:8]=[CH:9][C:10]([C:13]2[S:21][C:20]3[C:15](=[N:16][CH:17]=[CH:18][C:19]=3[O:22][C:23]3[CH:28]=[CH:27][C:26]([NH:29][C:30]([NH:32][C:33](=[O:42])[CH2:34][C:35]4[CH:40]=[CH:39][C:38]([F:41])=[CH:37][CH:36]=4)=[S:31])=[CH:25][C:24]=3[F:43])[CH:14]=2)=[N:11][CH:12]=1. The yield is 0.600. (6) The reactants are [Br:1][C:2]1[C:15]([O:16][C:17]([F:20])([F:19])[F:18])=[CH:14][C:13]2[O:12][C:11]3[C:6](=[CH:7][C:8]([I:21])=[CH:9][CH:10]=3)[C:5](=[O:22])[C:4]=2[CH:3]=1.[CH3:23][Mg]Cl.BrC1C=CC2OC3C(=NC(Cl)=CC=3F)C(=C)C=2C=1. The catalyst is C1COCC1. The product is [Br:1][C:2]1[C:15]([O:16][C:17]([F:18])([F:20])[F:19])=[CH:14][C:13]2[O:12][C:11]3[C:6](=[CH:7][C:8]([I:21])=[CH:9][CH:10]=3)[C:5]([CH3:23])([OH:22])[C:4]=2[CH:3]=1. The yield is 1.00. (7) The reactants are [N:1]1[CH:6]=[CH:5][CH:4]=[C:3]([S:7]([NH2:10])(=[O:9])=[O:8])[CH:2]=1.[H-].[Na+].[C:13](=O)([O:39]C1C=CC=CC=1)[O:14][CH2:15][CH2:16][C:17]1[CH:22]=[CH:21][C:20]([N:23]2[C:27]3[CH:28]=[C:29]([Cl:36])[C:30]([C:32]([F:35])([F:34])[F:33])=[CH:31][C:26]=3[N:25]=[C:24]2[CH2:37][CH3:38])=[CH:19][CH:18]=1. The catalyst is CN(C=O)C.C(OCC)(=O)C. The product is [N:1]1[CH:6]=[CH:5][CH:4]=[C:3]([S:7]([NH:10][C:13](=[O:39])[O:14][CH2:15][CH2:16][C:17]2[CH:18]=[CH:19][C:20]([N:23]3[C:27]4[CH:28]=[C:29]([Cl:36])[C:30]([C:32]([F:33])([F:35])[F:34])=[CH:31][C:26]=4[N:25]=[C:24]3[CH2:37][CH3:38])=[CH:21][CH:22]=2)(=[O:9])=[O:8])[CH:2]=1. The yield is 0.190. (8) The reactants are [CH2:1]([NH:8][C@H:9]([CH2:17][OH:18])[CH2:10][C:11]1[CH:16]=[CH:15][CH:14]=[CH:13][CH:12]=1)[C:2]1[CH:7]=[CH:6][CH:5]=[CH:4][CH:3]=1.CO.[C:21](O[C:21]([O:23][C:24]([CH3:27])([CH3:26])[CH3:25])=[O:22])([O:23][C:24]([CH3:27])([CH3:26])[CH3:25])=[O:22]. The catalyst is C(N(CC)CC)C. The product is [C:24]([O:23][C:21]([N:8]([CH2:1][C:2]1[CH:7]=[CH:6][CH:5]=[CH:4][CH:3]=1)[C@H:9]([CH2:17][OH:18])[CH2:10][C:11]1[CH:16]=[CH:15][CH:14]=[CH:13][CH:12]=1)=[O:22])([CH3:27])([CH3:26])[CH3:25]. The yield is 0.970. (9) The reactants are [C:1]([CH2:3][C:4]1([N:18]2[CH:22]=[C:21]([C:23]3[CH:28]=[CH:27][N:26]=[C:25]4[N:29]([CH2:32][O:33][CH2:34][CH2:35][Si:36]([CH3:39])([CH3:38])[CH3:37])[CH:30]=[CH:31][C:24]=34)[CH:20]=[N:19]2)[CH2:7][N:6]([C:8]2[N:9]=[CH:10][C:11]([C:14]([O:16]C)=[O:15])=[N:12][CH:13]=2)[CH2:5]1)#[N:2].O.[OH-].[Li+].Cl. The catalyst is CO.C1COCC1.O. The product is [C:1]([CH2:3][C:4]1([N:18]2[CH:22]=[C:21]([C:23]3[CH:28]=[CH:27][N:26]=[C:25]4[N:29]([CH2:32][O:33][CH2:34][CH2:35][Si:36]([CH3:37])([CH3:39])[CH3:38])[CH:30]=[CH:31][C:24]=34)[CH:20]=[N:19]2)[CH2:7][N:6]([C:8]2[N:9]=[CH:10][C:11]([C:14]([OH:16])=[O:15])=[N:12][CH:13]=2)[CH2:5]1)#[N:2]. The yield is 0.790. (10) The reactants are [CH3:1][O:2][C:3]([CH:5]1[CH2:9][CH:8]([CH2:10][OH:11])[CH2:7][N:6]1[C:12]([O:14][C:15]([CH3:18])([CH3:17])[CH3:16])=[O:13])=[O:4].[F:19][C:20]([F:28])(S(F)(=O)=O)C(O)=O. The catalyst is CC#N.[Cu]I. The product is [CH3:1][O:2][C:3]([CH:5]1[CH2:9][CH:8]([CH2:10][O:11][CH:20]([F:28])[F:19])[CH2:7][N:6]1[C:12]([O:14][C:15]([CH3:18])([CH3:17])[CH3:16])=[O:13])=[O:4]. The yield is 0.570.